The task is: Predict the reactants needed to synthesize the given product.. This data is from Full USPTO retrosynthesis dataset with 1.9M reactions from patents (1976-2016). (1) Given the product [CH3:1][O:2][C:3](=[O:15])[C:4]1[CH:12]=[C:11]([O:13][CH3:14])[CH:10]=[C:6]([CH2:7][OH:8])[CH:5]=1, predict the reactants needed to synthesize it. The reactants are: [CH3:1][O:2][C:3](=[O:15])[C:4]1[CH:12]=[C:11]([O:13][CH3:14])[CH:10]=[C:6]([C:7](O)=[O:8])[CH:5]=1.B. (2) Given the product [N:1]12[CH2:10][CH:5]3[CH2:6][CH:7]([CH2:9][CH:3]([C@@H:4]3[NH:11][C:17](=[O:18])[C:16]3[CH:20]=[CH:21][CH:22]=[CH:23][C:15]=3[O:14][CH2:12][CH3:13])[CH2:2]1)[CH2:8]2, predict the reactants needed to synthesize it. The reactants are: [N:1]12[CH2:10][CH:5]3[CH2:6][CH:7]([CH2:9][CH:3]([C@@H:4]3[NH2:11])[CH2:2]1)[CH2:8]2.[CH2:12]([O:14][C:15]1[CH:23]=[CH:22][CH:21]=[CH:20][C:16]=1[C:17](O)=[O:18])[CH3:13].N. (3) Given the product [C:29]([N:16]([CH2:15][C:11]1[CH:10]=[C:9]([C:3]2[C:2]([CH3:1])=[CH:7][CH:6]=[CH:5][C:4]=2[CH3:8])[CH:14]=[CH:13][CH:12]=1)[C:17]1[CH:18]=[CH:19][C:20]([CH2:23][CH2:24][C:25]([O:27][CH3:28])=[O:26])=[CH:21][CH:22]=1)(=[O:31])[CH3:30], predict the reactants needed to synthesize it. The reactants are: [CH3:1][C:2]1[CH:7]=[CH:6][CH:5]=[C:4]([CH3:8])[C:3]=1[C:9]1[CH:14]=[CH:13][CH:12]=[C:11]([CH2:15][NH:16][C:17]2[CH:22]=[CH:21][C:20]([CH2:23][CH2:24][C:25]([O:27][CH3:28])=[O:26])=[CH:19][CH:18]=2)[CH:10]=1.[C:29](OC(=O)C)(=[O:31])[CH3:30]. (4) Given the product [CH3:21][C:22]1[CH:28]=[CH:27][C:25]([NH:26][C:2]2[CH:17]=[C:16]([CH:18]([CH3:20])[CH3:19])[C:5]([C:6]([NH:8][CH2:9][CH:10]3[CH2:15][CH2:14][O:13][CH2:12][CH2:11]3)=[O:7])=[CH:4][N:3]=2)=[CH:24][C:23]=1[C:29]([F:30])([F:31])[F:32], predict the reactants needed to synthesize it. The reactants are: Cl[C:2]1[CH:17]=[C:16]([CH:18]([CH3:20])[CH3:19])[C:5]([C:6]([NH:8][CH2:9][CH:10]2[CH2:15][CH2:14][O:13][CH2:12][CH2:11]2)=[O:7])=[CH:4][N:3]=1.[CH3:21][C:22]1[CH:28]=[CH:27][C:25]([NH2:26])=[CH:24][C:23]=1[C:29]([F:32])([F:31])[F:30]. (5) Given the product [N:15]1[CH:16]=[CH:17][C:12]([NH:11][S:7]([C:5]2[S:6][C:2]([Br:1])=[CH:3][CH:4]=2)(=[O:9])=[O:8])=[CH:13][CH:14]=1, predict the reactants needed to synthesize it. The reactants are: [Br:1][C:2]1[S:6][C:5]([S:7](Cl)(=[O:9])=[O:8])=[CH:4][CH:3]=1.[NH2:11][C:12]1[CH:17]=[CH:16][N:15]=[CH:14][CH:13]=1. (6) Given the product [ClH:17].[CH3:6][NH:7][CH2:9][CH2:10][CH2:11][S:12][CH2:13][CH2:14][OH:15], predict the reactants needed to synthesize it. The reactants are: C(O[C:6](=O)[N:7]([CH2:9][CH2:10][CH2:11][S:12][CH2:13][CH2:14][OH:15])C)(C)(C)C.[ClH:17]. (7) Given the product [Br:1][C:2]1[CH:7]=[CH:6][C:5]([CH2:8][CH:9]([N:12]2[CH2:17][CH2:16][O:15][CH2:14][CH2:13]2)[CH3:10])=[CH:4][CH:3]=1, predict the reactants needed to synthesize it. The reactants are: [Br:1][C:2]1[CH:7]=[CH:6][C:5]([CH2:8][C:9](=O)[CH3:10])=[CH:4][CH:3]=1.[NH:12]1[CH2:17][CH2:16][O:15][CH2:14][CH2:13]1.[BH-](OC(C)=O)(OC(C)=O)OC(C)=O.[Na+].C(O)(=O)C. (8) The reactants are: Br[CH2:2][C:3]([C:5]1[C:6]([CH3:17])=[N:7][O:8][C:9]=1[C:10]1[CH:15]=[CH:14][C:13]([Br:16])=[CH:12][CH:11]=1)=[O:4].C(N(CC)CC)C.[F:25][C:26]([F:36])([F:35])[C:27]1[CH:28]=[C:29]([CH2:33][SH:34])[CH:30]=[CH:31][CH:32]=1. Given the product [Br:16][C:13]1[CH:14]=[CH:15][C:10]([C:9]2[O:8][N:7]=[C:6]([CH3:17])[C:5]=2[C:3](=[O:4])[CH2:2][S:34][CH2:33][C:29]2[CH:30]=[CH:31][CH:32]=[C:27]([C:26]([F:25])([F:35])[F:36])[CH:28]=2)=[CH:11][CH:12]=1, predict the reactants needed to synthesize it. (9) The reactants are: [CH3:13][C:12]([O:11][C:9](O[C:9]([O:11][C:12]([CH3:15])([CH3:14])[CH3:13])=[O:10])=[O:10])([CH3:15])[CH3:14].[O:16]1[CH2:20][C@@H:19]([NH2:21])[C@H:18]2[O:22][CH2:23][C@H:24]([NH2:25])[C@@H:17]12.C(N(CC)CC)C.O. Given the product [C:12]([O:11][C:9](=[O:10])[NH:21][C@H:19]1[C@H:18]2[O:22][CH2:23][C@H:24]([NH2:25])[C@H:17]2[O:16][CH2:20]1)([CH3:13])([CH3:14])[CH3:15], predict the reactants needed to synthesize it.